Dataset: Forward reaction prediction with 1.9M reactions from USPTO patents (1976-2016). Task: Predict the product of the given reaction. (1) Given the reactants [CH3:1][CH:2]1[CH2:7][CH2:6][N:5]([CH:8]2[CH2:13][CH2:12][NH:11][CH2:10][CH2:9]2)[CH2:4][CH2:3]1.[Br:14][C:15]1[CH:16]=[C:17]([S:21](Cl)(=[O:23])=[O:22])[CH:18]=[N:19][CH:20]=1, predict the reaction product. The product is: [Br:14][C:15]1[CH:16]=[C:17]([S:21]([N:11]2[CH2:12][CH2:13][CH:8]([N:5]3[CH2:6][CH2:7][CH:2]([CH3:1])[CH2:3][CH2:4]3)[CH2:9][CH2:10]2)(=[O:23])=[O:22])[CH:18]=[N:19][CH:20]=1. (2) Given the reactants [O:1]=[S:2]1(=[O:17])[CH2:7][CH2:6][N:5]([CH:8]2[CH2:13][CH2:12][N:11](C(O)=O)[CH2:10][CH2:9]2)[CH2:4][CH2:3]1.Cl, predict the reaction product. The product is: [NH:11]1[CH2:10][CH2:9][CH:8]([N:5]2[CH2:4][CH2:3][S:2](=[O:1])(=[O:17])[CH2:7][CH2:6]2)[CH2:13][CH2:12]1. (3) Given the reactants [CH2:1]([O:8][CH2:9][CH:10]([NH:14][C:15]([CH:17]([O:22][C:23]([N:25]1[CH2:30][CH2:29][O:28][CH2:27][CH2:26]1)=[O:24])[CH2:18][CH:19]([CH3:21])[CH3:20])=[O:16])[C:11](=O)[NH2:12])[C:2]1[CH:7]=[CH:6][CH:5]=[CH:4][CH:3]=1.N1C(Cl)=NC(Cl)=NC=1Cl, predict the reaction product. The product is: [CH2:1]([O:8][CH2:9][CH:10]([NH:14][C:15]([CH:17]([O:22][C:23]([N:25]1[CH2:26][CH2:27][O:28][CH2:29][CH2:30]1)=[O:24])[CH2:18][CH:19]([CH3:21])[CH3:20])=[O:16])[C:11]#[N:12])[C:2]1[CH:7]=[CH:6][CH:5]=[CH:4][CH:3]=1. (4) Given the reactants [C:1]([NH:4][C@@H:5]1[C@@:14]([CH2:16][C:17]2[CH:22]=[CH:21][CH:20]=[CH:19][CH:18]=2)([OH:15])[C@H:13]([O:23][CH2:24][C:25]2[CH:30]=[CH:29][CH:28]=[CH:27][CH:26]=2)[C@@H:12]([CH2:31][O:32][C:33](=[O:41])[CH2:34][CH2:35][CH2:36][CH2:37][CH2:38][CH2:39][CH3:40])[O:11]C1OCC=C)(=[O:3])[CH3:2].N1(C2CCCCCCC2)CCC[CH2:46][CH2:45][CH2:44]N1.[CH3:58][OH:59], predict the reaction product. The product is: [CH2:46]([C:58]1([O:11][C@H:12]([CH2:31][O:32][C:33](=[O:41])[CH2:34][CH2:35][CH2:36][CH2:37][CH2:38][CH2:39][CH3:40])[C@@H:13]([O:23][CH2:24][C:25]2[CH:30]=[CH:29][CH:28]=[CH:27][CH:26]=2)[C@:14]([CH2:16][C:17]2[CH:18]=[CH:19][CH:20]=[CH:21][CH:22]=2)([OH:15])[C@H:5]1[NH:4][C:1](=[O:3])[CH3:2])[OH:59])[CH:45]=[CH2:44]. (5) Given the reactants [CH3:1][C:2]1[CH:14]=[C:13]([C:15](=O)/[CH:16]=[C:17](/[C:22]2[CH:27]=[C:26]([Cl:28])[C:25]([Cl:29])=[C:24]([Cl:30])[CH:23]=2)\[C:18]([F:21])([F:20])[F:19])[CH:12]=[CH:11][C:3]=1[C:4]([O:6][C:7]([CH3:10])([CH3:9])[CH3:8])=[O:5].[NH2:32][OH:33].O.[OH-].[Cs+], predict the reaction product. The product is: [CH3:1][C:2]1[CH:14]=[C:13]([C:15]2[CH2:16][C@:17]([C:22]3[CH:27]=[C:26]([Cl:28])[C:25]([Cl:29])=[C:24]([Cl:30])[CH:23]=3)([C:18]([F:21])([F:20])[F:19])[O:33][N:32]=2)[CH:12]=[CH:11][C:3]=1[C:4]([O:6][C:7]([CH3:10])([CH3:9])[CH3:8])=[O:5]. (6) Given the reactants [C:1]([C:5]1[CH:10]=[CH:9][C:8]([C:11]2[N:12]([C:30](Cl)=[O:31])[C@H:13]([C:23]3[CH:28]=[CH:27][C:26]([Cl:29])=[CH:25][CH:24]=3)[C@H:14]([C:16]3[CH:21]=[CH:20][C:19]([Cl:22])=[CH:18][CH:17]=3)[N:15]=2)=[C:7]([O:33][CH:34]([CH3:36])[CH3:35])[CH:6]=1)([CH3:4])([CH3:3])[CH3:2].[CH3:37][N:38]([CH3:48])[C:39](=[O:47])[CH2:40][N:41]1[CH2:46][CH2:45][NH:44][CH2:43][CH2:42]1, predict the reaction product. The product is: [ClH:22].[C:1]([C:5]1[CH:10]=[CH:9][C:8]([C:11]2[N:12]([C:30]([N:44]3[CH2:43][CH2:42][N:41]([CH2:40][C:39]([N:38]([CH3:48])[CH3:37])=[O:47])[CH2:46][CH2:45]3)=[O:31])[C@H:13]([C:23]3[CH:24]=[CH:25][C:26]([Cl:29])=[CH:27][CH:28]=3)[C@H:14]([C:16]3[CH:17]=[CH:18][C:19]([Cl:22])=[CH:20][CH:21]=3)[N:15]=2)=[C:7]([O:33][CH:34]([CH3:36])[CH3:35])[CH:6]=1)([CH3:4])([CH3:2])[CH3:3]. (7) Given the reactants [Si:1]([O:8][CH2:9][CH2:10][C:11](O)([C:24]1[CH:29]=[CH:28][CH:27]=[CH:26][CH:25]=1)[CH2:12][N:13]([CH2:21][CH2:22][OH:23])[C:14](=[O:20])[O:15][C:16]([CH3:19])([CH3:18])[CH3:17])([C:4]([CH3:7])([CH3:6])[CH3:5])([CH3:3])[CH3:2].C1(P(C2C=CC=CC=2)C2C=CC=CC=2)C=CC=CC=1.N(C(OCC)=O)=NC(OCC)=O, predict the reaction product. The product is: [Si:1]([O:8][CH2:9][CH2:10][C:11]1([C:24]2[CH:29]=[CH:28][CH:27]=[CH:26][CH:25]=2)[O:23][CH2:22][CH2:21][N:13]([C:14]([O:15][C:16]([CH3:17])([CH3:19])[CH3:18])=[O:20])[CH2:12]1)([C:4]([CH3:7])([CH3:6])[CH3:5])([CH3:3])[CH3:2].